Dataset: Full USPTO retrosynthesis dataset with 1.9M reactions from patents (1976-2016). Task: Predict the reactants needed to synthesize the given product. (1) Given the product [CH:1]1([C@H:5]([NH:7][C:8]2[N:16]=[C:15]([C:17](=[O:19])[CH3:18])[N:14]=[C:13]3[C:9]=2[N:10]([CH2:31][C@H:32]2[CH2:37][CH2:36][C@H:35]([CH3:38])[CH2:34][CH2:33]2)[C:11]([C:22]2[CH:27]=[C:26]([CH:28]([CH3:30])[CH3:29])[CH:25]=[CH:24][N:23]=2)=[N:12]3)[CH3:6])[CH2:2][CH2:3][CH2:4]1, predict the reactants needed to synthesize it. The reactants are: [CH:1]1([C@H:5]([NH:7][C:8]2[N:16]=[C:15]([C:17]([O:19]CC)=[CH2:18])[N:14]=[C:13]3[C:9]=2[N:10]([CH2:31][C@H:32]2[CH2:37][CH2:36][C@H:35]([CH3:38])[CH2:34][CH2:33]2)[C:11]([C:22]2[CH:27]=[C:26]([CH:28]([CH3:30])[CH3:29])[CH:25]=[CH:24][N:23]=2)=[N:12]3)[CH3:6])[CH2:4][CH2:3][CH2:2]1.Cl. (2) Given the product [CH:23]([Si:16]([CH:17]([CH3:19])[CH3:18])([CH:20]([CH3:22])[CH3:21])[O:15][CH2:14][C:10]1[CH:9]=[C:8]2[C:13](=[CH:12][CH:11]=1)[NH:5][CH:6]=[CH:7]2)([CH3:25])[CH3:24], predict the reactants needed to synthesize it. The reactants are: C([Si](C(C)C)(C(C)C)[N:5]1[C:13]2[C:8](=[CH:9][C:10]([CH2:14][O:15][Si:16]([CH:23]([CH3:25])[CH3:24])([CH:20]([CH3:22])[CH3:21])[CH:17]([CH3:19])[CH3:18])=[CH:11][CH:12]=2)[CH:7]=[CH:6]1)(C)C.C1COCC1.O.C([O-])([O-])=O.[K+].[K+]. (3) Given the product [OH:1][C:2]1([CH3:23])[CH2:8][N:7]([C:9]([O:11][C:12]([CH3:13])([CH3:14])[CH3:15])=[O:10])[CH2:6][CH2:5][N:4]([C:16]([O:18][C:19]([CH3:22])([CH3:21])[CH3:20])=[O:17])[CH2:3]1, predict the reactants needed to synthesize it. The reactants are: [O:1]=[C:2]1[CH2:8][N:7]([C:9]([O:11][C:12]([CH3:15])([CH3:14])[CH3:13])=[O:10])[CH2:6][CH2:5][N:4]([C:16]([O:18][C:19]([CH3:22])([CH3:21])[CH3:20])=[O:17])[CH2:3]1.[CH3:23][Mg]Br.[Cl-].[NH4+]. (4) The reactants are: [CH3:1][NH:2][CH3:3].Cl[C:5]1[N:10]=[C:9]2[C:11]([C:14]([F:26])([F:25])[C:15]3[CH:16]=[C:17]4[C:22](=[CH:23][CH:24]=3)[N:21]=[CH:20][CH:19]=[CH:18]4)=[N:12][O:13][C:8]2=[CH:7][CH:6]=1. Given the product [F:25][C:14]([F:26])([C:15]1[CH:16]=[C:17]2[C:22](=[CH:23][CH:24]=1)[N:21]=[CH:20][CH:19]=[CH:18]2)[C:11]1[C:9]2=[N:10][C:5]([N:2]([CH3:3])[CH3:1])=[CH:6][CH:7]=[C:8]2[O:13][N:12]=1, predict the reactants needed to synthesize it. (5) Given the product [NH:1]([C:18]([O:20][C:21]([CH3:24])([CH3:23])[CH3:22])=[O:19])[C@H:2]([C:15]([OH:17])=[O:16])[CH2:3][CH2:4][CH2:5][CH2:6][NH:7][C:8]([O:10][C:11]([CH3:14])([CH3:13])[CH3:12])=[O:9].[CH2:59]([NH:67][CH2:68][CH2:69][CH2:70][CH2:71][CH2:72][CH2:73][CH2:74][CH2:75][CH2:76][CH3:77])[CH2:60][CH2:61][CH2:62][CH2:63][CH2:64][CH2:65][CH3:66], predict the reactants needed to synthesize it. The reactants are: [NH:1]([C:18]([O:20][C:21]([CH3:24])([CH3:23])[CH3:22])=[O:19])[C@H:2]([C:15]([OH:17])=[O:16])[CH2:3][CH2:4][CH2:5][CH2:6][NH:7][C:8]([O:10][C:11]([CH3:14])([CH3:13])[CH3:12])=[O:9].C(N(CC)C(C)C)(C)C.CN(C(ON1N=NC2C=CC=CC1=2)=[N+](C)C)C.F[P-](F)(F)(F)(F)F.[Cl-].[CH2:59]([NH2+:67][CH2:68][CH2:69][CH2:70][CH2:71][CH2:72][CH2:73][CH2:74][CH2:75][CH2:76][CH3:77])[CH2:60][CH2:61][CH2:62][CH2:63][CH2:64][CH2:65][CH3:66]. (6) Given the product [C:11]([C:3]1[CH:4]=[C:5]([C:6](=[O:7])[NH2:8])[CH:9]=[CH:10][C:2]=1[NH:1][S:20]([C:17]1[CH:18]=[CH:19][C:14]([CH3:24])=[CH:15][CH:16]=1)(=[O:22])=[O:21])(=[O:12])[NH2:13], predict the reactants needed to synthesize it. The reactants are: [NH2:1][C:2]1[CH:10]=[CH:9][C:5]([C:6]([NH2:8])=[O:7])=[CH:4][C:3]=1[C:11]([NH2:13])=[O:12].[C:14]1([CH3:24])[CH:19]=[CH:18][C:17]([S:20](Cl)(=[O:22])=[O:21])=[CH:16][CH:15]=1.O.